This data is from Peptide-MHC class I binding affinity with 185,985 pairs from IEDB/IMGT. The task is: Regression. Given a peptide amino acid sequence and an MHC pseudo amino acid sequence, predict their binding affinity value. This is MHC class I binding data. (1) The peptide sequence is KTIWEIPQK. The MHC is HLA-A30:01 with pseudo-sequence HLA-A30:01. The binding affinity (normalized) is 0.771. (2) The peptide sequence is MLLKGTLFM. The MHC is HLA-B46:01 with pseudo-sequence HLA-B46:01. The binding affinity (normalized) is 0.0847.